This data is from Catalyst prediction with 721,799 reactions and 888 catalyst types from USPTO. The task is: Predict which catalyst facilitates the given reaction. Reactant: [CH3:1][O:2][C:3]1[CH:4]=[C:5]2[C:10](=[CH:11][C:12]=1[O:13][CH3:14])[N:9]=[CH:8][CH:7]=[C:6]2[O:15][C:16]1[CH:22]=[CH:21][C:19]([NH2:20])=[CH:18][CH:17]=1.C1(C)C=CC=CC=1.C(N(CC)CC)C.ClC(Cl)(O[C:41](=[O:47])[O:42][C:43](Cl)(Cl)Cl)Cl.[CH3:49][O:50][C:51]1[CH:61]=[CH:60][C:54]([O:55][CH2:56][CH2:57]CO)=[CH:53][CH:52]=1. Product: [CH3:1][O:2][C:3]1[CH:4]=[C:5]2[C:10](=[CH:11][C:12]=1[O:13][CH3:14])[N:9]=[CH:8][CH:7]=[C:6]2[O:15][C:16]1[CH:22]=[CH:21][C:19]([NH:20][C:41](=[O:47])[O:42][CH2:43][CH2:57][CH2:56][O:55][C:54]2[CH:60]=[CH:61][C:51]([O:50][CH3:49])=[CH:52][CH:53]=2)=[CH:18][CH:17]=1. The catalyst class is: 2.